This data is from Peptide-MHC class I binding affinity with 185,985 pairs from IEDB/IMGT. The task is: Regression. Given a peptide amino acid sequence and an MHC pseudo amino acid sequence, predict their binding affinity value. This is MHC class I binding data. (1) The peptide sequence is RPNNNTRKSI. The binding affinity (normalized) is 0. The MHC is H-2-Kb with pseudo-sequence H-2-Kb. (2) The MHC is HLA-A02:01 with pseudo-sequence HLA-A02:01. The peptide sequence is HVPTRGTAM. The binding affinity (normalized) is 0.0847. (3) The peptide sequence is QLCYCPASK. The MHC is HLA-A11:01 with pseudo-sequence HLA-A11:01. The binding affinity (normalized) is 0.862.